From a dataset of Forward reaction prediction with 1.9M reactions from USPTO patents (1976-2016). Predict the product of the given reaction. (1) Given the reactants [C:1](O)(=[O:5])[C:2]([CH3:4])=[CH2:3].C(OC(Cl)=O)C.C(N(CC)CC)C.[NH2:20][C:21]1[CH:29]=[CH:28][C:24]([C:25]([OH:27])=[O:26])=[CH:23][CH:22]=1.Cl, predict the reaction product. The product is: [C:25]([C:24]1[CH:28]=[CH:29][C:21]([NH:20][C:1](=[O:5])[C:2]([CH3:4])=[CH2:3])=[CH:22][CH:23]=1)([OH:27])=[O:26]. (2) Given the reactants [NH2:1][C:2]1[C:11]2[N:12]=[C:13]([CH2:18][CH2:19][O:20][CH3:21])[N:14]([CH2:15][CH2:16][CH3:17])[C:10]=2[C:9]2[CH:8]=[CH:7][C:6]([O:22][CH:23]3[CH2:28][CH2:27][N:26](C(OC(C)(C)C)=O)[CH2:25][CH2:24]3)=[CH:5][C:4]=2[N:3]=1.Cl, predict the reaction product. The product is: [CH3:21][O:20][CH2:19][CH2:18][C:13]1[N:14]([CH2:15][CH2:16][CH3:17])[C:10]2[C:9]3[CH:8]=[CH:7][C:6]([O:22][CH:23]4[CH2:24][CH2:25][NH:26][CH2:27][CH2:28]4)=[CH:5][C:4]=3[N:3]=[C:2]([NH2:1])[C:11]=2[N:12]=1. (3) The product is: [CH:14]1([N:7]2[CH2:8][CH2:9][C:10](=[O:13])[N:11]([CH3:12])[C:5]3[CH:4]=[N:3][C:2]([NH:20][C:21]4[CH:29]=[CH:28][C:24]([C:25]([OH:27])=[O:26])=[CH:23][CH:22]=4)=[N:19][C:6]2=3)[CH2:18][CH2:17][CH2:16][CH2:15]1. Given the reactants Cl[C:2]1[N:3]=[CH:4][C:5]2[N:11]([CH3:12])[C:10](=[O:13])[CH2:9][CH2:8][N:7]([CH:14]3[CH2:18][CH2:17][CH2:16][CH2:15]3)[C:6]=2[N:19]=1.[NH2:20][C:21]1[CH:29]=[CH:28][C:24]([C:25]([OH:27])=[O:26])=[CH:23][CH:22]=1, predict the reaction product. (4) Given the reactants [CH3:1][O:2][C:3]1[CH:10]=[CH:9][C:6]([CH:7]=[O:8])=[C:5]([O:11][CH2:12][CH:13]2[CH2:18][CH:17]([O:19][CH2:20][CH2:21][CH2:22][CH2:23][CH2:24][CH2:25][CH2:26][CH2:27][CH2:28][CH2:29][CH2:30][CH2:31][CH2:32][CH2:33][CH2:34][CH2:35][CH2:36][CH3:37])[CH:16]([O:38][CH2:39][CH2:40][CH2:41][CH2:42][CH2:43][CH2:44][CH2:45][CH2:46][CH2:47][CH2:48][CH2:49][CH2:50][CH2:51][CH2:52][CH2:53][CH2:54][CH2:55][CH3:56])[CH:15]([O:57][CH2:58][CH2:59][CH2:60][CH2:61][CH2:62][CH2:63][CH2:64][CH2:65][CH2:66][CH2:67][CH2:68][CH2:69][CH2:70][CH2:71][CH2:72][CH2:73][CH2:74][CH3:75])[CH2:14]2)[CH:4]=1.[BH4-].[Na+].Cl, predict the reaction product. The product is: [CH3:1][O:2][C:3]1[CH:10]=[CH:9][C:6]([CH2:7][OH:8])=[C:5]([O:11][CH2:12][CH:13]2[CH2:18][CH:17]([O:19][CH2:20][CH2:21][CH2:22][CH2:23][CH2:24][CH2:25][CH2:26][CH2:27][CH2:28][CH2:29][CH2:30][CH2:31][CH2:32][CH2:33][CH2:34][CH2:35][CH2:36][CH3:37])[CH:16]([O:38][CH2:39][CH2:40][CH2:41][CH2:42][CH2:43][CH2:44][CH2:45][CH2:46][CH2:47][CH2:48][CH2:49][CH2:50][CH2:51][CH2:52][CH2:53][CH2:54][CH2:55][CH3:56])[CH:15]([O:57][CH2:58][CH2:59][CH2:60][CH2:61][CH2:62][CH2:63][CH2:64][CH2:65][CH2:66][CH2:67][CH2:68][CH2:69][CH2:70][CH2:71][CH2:72][CH2:73][CH2:74][CH3:75])[CH2:14]2)[CH:4]=1. (5) Given the reactants [C:1]1([CH2:7][CH2:8][C:9]2[N:14]=[C:13]([O:15][C:16]3[C:21]([CH3:22])=[CH:20][C:19]([CH3:23])=[CH:18][C:17]=3[CH3:24])[C:12]([C:25]([O:27]C)=[O:26])=[CH:11][CH:10]=2)[CH:6]=[CH:5][CH:4]=[CH:3][CH:2]=1.[OH-].[Na+], predict the reaction product. The product is: [CH2:8]([C:9]1[N:14]=[C:13]([O:15][C:16]2[C:21]([CH3:22])=[CH:20][C:19]([CH3:23])=[CH:18][C:17]=2[CH3:24])[C:12]([C:25]([OH:27])=[O:26])=[CH:11][CH:10]=1)[CH2:7][C:1]1[CH:2]=[CH:3][CH:4]=[CH:5][CH:6]=1. (6) Given the reactants [CH3:1][N:2]([CH3:20])[C:3]([C:5]1[N:14]([CH:15]2[CH2:19][CH2:18][CH2:17][CH2:16]2)[C:8]2[N:9]=[C:10](Cl)[N:11]=[CH:12][C:7]=2[CH:6]=1)=[O:4].[NH2:21][C:22]1[N:27]=[CH:26][C:25]([C:28]([N:30]2[CH2:35][CH2:34][N:33](C(O)=O)[CH2:32][CH2:31]2)=[O:29])=[CH:24][CH:23]=1, predict the reaction product. The product is: [CH3:1][N:2]([CH3:20])[C:3]([C:5]1[N:14]([CH:15]2[CH2:19][CH2:18][CH2:17][CH2:16]2)[C:8]2[N:9]=[C:10]([NH:21][C:22]3[CH:23]=[CH:24][C:25]([C:28]([N:30]4[CH2:35][CH2:34][NH:33][CH2:32][CH2:31]4)=[O:29])=[CH:26][N:27]=3)[N:11]=[CH:12][C:7]=2[CH:6]=1)=[O:4]. (7) Given the reactants [Li+].CC([N-]C(C)C)C.C1COCC1.C1CCCCC1.[CH3:20][CH:21]([C:23](=[O:27])[CH:24]([CH3:26])[CH3:25])[CH3:22].[CH3:28][C:29](=[C:32]([CH3:34])[CH3:33])[CH2:30]Br.[Br-].Cl, predict the reaction product. The product is: [CH3:20][CH:21]([C:23](=[O:27])[C:24]([CH3:26])([CH3:25])[CH2:30][C:29]([CH3:28])=[C:32]([CH3:34])[CH3:33])[CH3:22]. (8) Given the reactants [N:1]1[CH:6]=[CH:5][CH:4]=[C:3]([NH:7][C:8](=[O:10])[O-])[N:2]=1.[F:11][C:12]1[C:17]([F:18])=[CH:16][CH:15]=[CH:14][C:13]=1[C:19]1[N:24]=[C:23]([N:25]2[CH2:30][CH2:29][NH:28][CH2:27][CH2:26]2)[CH:22]=[CH:21][CH:20]=1, predict the reaction product. The product is: [F:11][C:12]1[C:17]([F:18])=[CH:16][CH:15]=[CH:14][C:13]=1[C:19]1[N:24]=[C:23]([N:25]2[CH2:26][CH2:27][N:28]([C:8]([NH:7][C:3]3[N:2]=[N:1][CH:6]=[CH:5][CH:4]=3)=[O:10])[CH2:29][CH2:30]2)[CH:22]=[CH:21][CH:20]=1. (9) Given the reactants FC(F)(F)C(O)=O.[Cl:8][C:9]1[CH:31]=[C:30]([C:32]([NH:34][CH2:35][C:36]2[CH:41]=[CH:40][CH:39]=[C:38]([OH:42])[CH:37]=2)=[O:33])[CH:29]=[C:28]([CH3:43])[C:10]=1[C:11]([NH:13][C@H:14]([C:24]([O:26][CH3:27])=[O:25])[CH2:15][NH:16]C(OC(C)(C)C)=O)=[O:12].Cl.C(#N)C, predict the reaction product. The product is: [ClH:8].[NH2:16][CH2:15][C@@H:14]([C:24]([O:26][CH3:27])=[O:25])[NH:13][C:11](=[O:12])[C:10]1[C:28]([CH3:43])=[CH:29][C:30]([C:32]([NH:34][CH2:35][C:36]2[CH:41]=[CH:40][CH:39]=[C:38]([OH:42])[CH:37]=2)=[O:33])=[CH:31][C:9]=1[Cl:8].